This data is from NCI-60 drug combinations with 297,098 pairs across 59 cell lines. The task is: Regression. Given two drug SMILES strings and cell line genomic features, predict the synergy score measuring deviation from expected non-interaction effect. (1) Drug 1: C1=CC(=C2C(=C1NCCNCCO)C(=O)C3=C(C=CC(=C3C2=O)O)O)NCCNCCO. Drug 2: CCCCC(=O)OCC(=O)C1(CC(C2=C(C1)C(=C3C(=C2O)C(=O)C4=C(C3=O)C=CC=C4OC)O)OC5CC(C(C(O5)C)O)NC(=O)C(F)(F)F)O. Cell line: T-47D. Synergy scores: CSS=23.1, Synergy_ZIP=-8.67, Synergy_Bliss=-2.36, Synergy_Loewe=-0.856, Synergy_HSA=-0.305. (2) Drug 1: CC12CCC(CC1=CCC3C2CCC4(C3CC=C4C5=CN=CC=C5)C)O. Drug 2: CC1C(C(CC(O1)OC2CC(OC(C2O)C)OC3=CC4=CC5=C(C(=O)C(C(C5)C(C(=O)C(C(C)O)O)OC)OC6CC(C(C(O6)C)O)OC7CC(C(C(O7)C)O)OC8CC(C(C(O8)C)O)(C)O)C(=C4C(=C3C)O)O)O)O. Cell line: OVCAR3. Synergy scores: CSS=59.8, Synergy_ZIP=25.4, Synergy_Bliss=24.7, Synergy_Loewe=24.4, Synergy_HSA=24.5. (3) Drug 1: C1=CC(=C2C(=C1NCCNCCO)C(=O)C3=C(C=CC(=C3C2=O)O)O)NCCNCCO. Drug 2: COCCOC1=C(C=C2C(=C1)C(=NC=N2)NC3=CC=CC(=C3)C#C)OCCOC.Cl. Cell line: A498. Synergy scores: CSS=39.6, Synergy_ZIP=-0.600, Synergy_Bliss=0.120, Synergy_Loewe=-1.66, Synergy_HSA=5.46. (4) Drug 2: C1CCC(C(C1)N)N.C(=O)(C(=O)[O-])[O-].[Pt+4]. Cell line: A549. Drug 1: CC1C(C(=O)NC(C(=O)N2CCCC2C(=O)N(CC(=O)N(C(C(=O)O1)C(C)C)C)C)C(C)C)NC(=O)C3=C4C(=C(C=C3)C)OC5=C(C(=O)C(=C(C5=N4)C(=O)NC6C(OC(=O)C(N(C(=O)CN(C(=O)C7CCCN7C(=O)C(NC6=O)C(C)C)C)C)C(C)C)C)N)C. Synergy scores: CSS=14.1, Synergy_ZIP=0.246, Synergy_Bliss=2.54, Synergy_Loewe=3.00, Synergy_HSA=3.98. (5) Cell line: SF-268. Drug 1: CC(C)CN1C=NC2=C1C3=CC=CC=C3N=C2N. Drug 2: C1C(C(OC1N2C=NC3=C2NC=NCC3O)CO)O. Synergy scores: CSS=0.703, Synergy_ZIP=-1.26, Synergy_Bliss=-1.96, Synergy_Loewe=-8.46, Synergy_HSA=-3.22. (6) Drug 1: C1CCC(CC1)NC(=O)N(CCCl)N=O. Drug 2: CN(C)N=NC1=C(NC=N1)C(=O)N. Cell line: SK-MEL-2. Synergy scores: CSS=23.1, Synergy_ZIP=5.96, Synergy_Bliss=9.29, Synergy_Loewe=-2.12, Synergy_HSA=6.41. (7) Drug 1: CC(CN1CC(=O)NC(=O)C1)N2CC(=O)NC(=O)C2. Drug 2: C1C(C(OC1N2C=C(C(=O)NC2=O)F)CO)O. Cell line: HCT-15. Synergy scores: CSS=61.8, Synergy_ZIP=1.79, Synergy_Bliss=1.01, Synergy_Loewe=2.85, Synergy_HSA=6.17. (8) Drug 1: C1CCN(CC1)CCOC2=CC=C(C=C2)C(=O)C3=C(SC4=C3C=CC(=C4)O)C5=CC=C(C=C5)O. Drug 2: C1CN1P(=S)(N2CC2)N3CC3. Cell line: TK-10. Synergy scores: CSS=8.44, Synergy_ZIP=0.667, Synergy_Bliss=4.03, Synergy_Loewe=1.04, Synergy_HSA=1.48. (9) Synergy scores: CSS=2.69, Synergy_ZIP=-0.833, Synergy_Bliss=-2.17, Synergy_Loewe=-1.22, Synergy_HSA=-1.09. Cell line: SK-MEL-5. Drug 2: C1CN(P(=O)(OC1)NCCCl)CCCl. Drug 1: CC1=CC=C(C=C1)C2=CC(=NN2C3=CC=C(C=C3)S(=O)(=O)N)C(F)(F)F.